Dataset: Forward reaction prediction with 1.9M reactions from USPTO patents (1976-2016). Task: Predict the product of the given reaction. (1) Given the reactants [F:1][C:2]([F:33])([F:32])[C:3]1[CH:4]=[C:5]([C:9]2[O:13][N:12]=[C:11]([C:14]3[CH:22]=[CH:21][C:20]4[NH:19][C:18]5[CH:23]([CH2:26][C:27]([O:29]CC)=[O:28])[CH2:24][CH2:25][C:17]=5[C:16]=4[CH:15]=3)[N:10]=2)[CH:6]=[CH:7][CH:8]=1.[OH-].[Na+], predict the reaction product. The product is: [F:33][C:2]([F:1])([F:32])[C:3]1[CH:4]=[C:5]([C:9]2[O:13][N:12]=[C:11]([C:14]3[CH:22]=[CH:21][C:20]4[NH:19][C:18]5[CH:23]([CH2:26][C:27]([OH:29])=[O:28])[CH2:24][CH2:25][C:17]=5[C:16]=4[CH:15]=3)[N:10]=2)[CH:6]=[CH:7][CH:8]=1. (2) Given the reactants [BH4-].[Na+].CO.[CH3:5][O:6][C:7](=[O:32])[CH2:8][CH2:9][CH2:10][CH2:11][CH2:12][CH2:13][N:14]1[C@@H:19](/[CH:20]=[CH:21]/[C:22](=[O:30])[CH2:23][C:24]2[CH:29]=[CH:28][CH:27]=[CH:26][CH:25]=2)[CH2:18][CH2:17][CH2:16][C:15]1=[O:31], predict the reaction product. The product is: [CH3:5][O:6][C:7](=[O:32])[CH2:8][CH2:9][CH2:10][CH2:11][CH2:12][CH2:13][N:14]1[C:15](=[O:31])[CH2:16][CH2:17][CH2:18][C@@H:19]1/[CH:20]=[CH:21]/[CH:22]([OH:30])[CH2:23][C:24]1[CH:29]=[CH:28][CH:27]=[CH:26][CH:25]=1. (3) The product is: [NH2:34][CH:29]1[CH2:30][CH2:31][CH2:32][CH2:33][N:27]([CH2:2][CH2:3][N:4]2[CH2:5][CH2:6][CH:7]([NH:10][C:11]([C:13]3[NH:14][C:15]4[C:20]([CH:21]=3)=[C:19]([O:22][CH2:23][CH:24]([CH3:26])[CH3:25])[CH:18]=[CH:17][CH:16]=4)=[O:12])[CH2:8][CH2:9]2)[CH2:28]1. Given the reactants O[CH2:2][CH2:3][N:4]1[CH2:9][CH2:8][CH:7]([NH:10][C:11]([C:13]2[NH:14][C:15]3[C:20]([CH:21]=2)=[C:19]([O:22][CH2:23][CH:24]([CH3:26])[CH3:25])[CH:18]=[CH:17][CH:16]=3)=[O:12])[CH2:6][CH2:5]1.[NH:27]1[CH2:33][CH2:32][CH2:31][CH2:30][CH:29]([NH2:34])[CH2:28]1, predict the reaction product.